This data is from Rat liver microsome stability data. The task is: Regression/Classification. Given a drug SMILES string, predict its absorption, distribution, metabolism, or excretion properties. Task type varies by dataset: regression for continuous measurements (e.g., permeability, clearance, half-life) or binary classification for categorical outcomes (e.g., BBB penetration, CYP inhibition). Dataset: rlm. (1) The drug is NC(=O)c1cccc([C@H]2C[C@H]3CC[C@@H](C2)N3CCN(CC2CCCCC2)C(=O)c2ccco2)c1. The result is 1 (stable in rat liver microsomes). (2) The compound is COc1ncncc1-c1nc2c(n1C(C)C)C(c1ccc(Cl)cc1C)N(c1cc(Cl)ccc1C)C2=O. The result is 1 (stable in rat liver microsomes). (3) The drug is C[C@@H](c1ccc(-c2ccc(F)cc2)cc1)N1CC[C@](CCO)(c2ccccc2)OC1=O. The result is 1 (stable in rat liver microsomes). (4) The drug is CN1CCC(NC(=O)c2ccc3c(C4CCCCC4)c(-c4ccccn4)n(C)c3c2)(C(=O)Nc2ccc(C=CC(=O)O)cc2)CC1. The result is 0 (unstable in rat liver microsomes). (5) The result is 1 (stable in rat liver microsomes). The drug is FC(F)(F)Oc1cccc(Nc2nc(-c3ccncc3)nc3ccccc23)c1. (6) The drug is C[C@H](O)[C@@H](CSc1cccc(C(F)(F)F)c1)n1cnc2c(N)ncnc21. The result is 0 (unstable in rat liver microsomes). (7) The drug is CCOc1ccc(CCNC(=O)c2cc3sccc3n2C(C)C)cc1OCC. The result is 1 (stable in rat liver microsomes). (8) The drug is CNC(=O)c1cccc(F)c1Nc1nc(Nc2ccc3c(c2)NC(=O)[C@H](NC(=O)N2CCCC2)CC3(C)C)ncc1Cl. The result is 1 (stable in rat liver microsomes). (9) The compound is NC(=O)c1cccc([C@H]2C[C@H]3CC[C@@H](C2)N3CCN(CC2CCCCC2)C(=O)[C@@H](O)CO)c1. The result is 0 (unstable in rat liver microsomes). (10) The drug is O=C(Nc1sc2c(c1C(=O)N1CC(F)(F)C1)CCOC2)c1c(F)cccc1C(F)(F)F. The result is 1 (stable in rat liver microsomes).